Task: Predict the reaction yield, written as a fraction of the theoretical maximum amount of product (1.0 means a 100% yield; for example, 0.34 means a 34% yield).. Dataset: Reaction yield outcomes from USPTO patents with 853,638 reactions (1) The reactants are [N+:1]([C:4]1[CH:5]=[N:6][CH:7]=[CH:8][C:9]=1[N:10]1[CH2:15][CH2:14][NH:13][CH2:12][CH2:11]1)([O-:3])=[O:2].[C:16]([NH:23][CH2:24][CH2:25][C:26](O)=[O:27])([O:18][C:19]([CH3:22])([CH3:21])[CH3:20])=[O:17].C1C=NC2N(O)N=NC=2C=1.C(Cl)CCl. The catalyst is C(Cl)Cl.CCOC(C)=O. The product is [N+:1]([C:4]1[CH:5]=[N:6][CH:7]=[CH:8][C:9]=1[N:10]1[CH2:15][CH2:14][N:13]([C:26](=[O:27])[CH2:25][CH2:24][NH:23][C:16](=[O:17])[O:18][C:19]([CH3:20])([CH3:21])[CH3:22])[CH2:12][CH2:11]1)([O-:3])=[O:2]. The yield is 0.930. (2) The reactants are [CH:1]1([C:5]2[NH:13][C:12]3[C:11](=[O:14])[NH:10][C:9](=S)[N:8]([CH2:16][CH2:17][CH2:18][CH2:19][CH3:20])[C:7]=3[N:6]=2)[CH2:4][CH2:3][CH2:2]1.[NH2:21][NH2:22]. The catalyst is O. The product is [CH:1]1([C:5]2[NH:13][C:12]3[C:11](=[O:14])[NH:10]/[C:9](=[N:21]\[NH2:22])/[N:8]([CH2:16][CH2:17][CH2:18][CH2:19][CH3:20])[C:7]=3[N:6]=2)[CH2:4][CH2:3][CH2:2]1. The yield is 0.386. (3) The reactants are [F:1][C:2]([F:14])([F:13])[C:3]1[CH:12]=[CH:11][C:6]2[N:7]=[C:8]([NH2:10])[S:9][C:5]=2[CH:4]=1.[CH3:15][O:16][C:17]1[CH:25]=[CH:24][C:20]([C:21](Cl)=[O:22])=[CH:19][CH:18]=1.Br[CH:27]([CH2:32][CH3:33])[C:28]([O:30]C)=[O:29].COC1C=CC2N=C(N)SC=2C=1.ClC1C=C(C=CC=1)C(Cl)=O.BrCC(OCC)=O. No catalyst specified. The product is [CH3:15][O:16][C:17]1[CH:25]=[CH:24][C:20]([C:21]([N:10]=[C:8]2[N:7]([CH:27]([CH2:32][CH3:33])[C:28]([OH:30])=[O:29])[C:6]3[CH:11]=[CH:12][C:3]([C:2]([F:1])([F:13])[F:14])=[CH:4][C:5]=3[S:9]2)=[O:22])=[CH:19][CH:18]=1. The yield is 0.280. (4) The reactants are [CH3:1][O:2][C:3]1[CH:4]=[C:5]2[C:10](=[CH:11][C:12]=1[O:13][CH3:14])[C:9]([CH2:15][CH2:16][CH3:17])=[N:8][C:7]([OH:18])=[CH:6]2.O[Li].O.[ClH:22].[Cl:23][CH2:24][C:25]1[C:26]([N:38]([CH3:40])[CH3:39])=[N:27][C:28]2[CH:29]=[C:30]3[O:37][CH2:36][O:35][C:31]3=[CH:32][C:33]=2[CH:34]=1.Cl.CO. The catalyst is C1(C)C=CC=CC=1. The product is [ClH:23].[ClH:22].[CH3:40][N:38]([CH3:39])[C:26]1[C:25]([CH2:24][C:6]2[C:5]3[C:10](=[CH:11][C:12]([O:13][CH3:14])=[C:3]([O:2][CH3:1])[CH:4]=3)[C:9]([CH2:15][CH2:16][CH3:17])=[N:8][C:7]=2[OH:18])=[CH:34][C:33]2[CH:32]=[C:31]3[O:35][CH2:36][O:37][C:30]3=[CH:29][C:28]=2[N:27]=1. The yield is 0.130. (5) The reactants are N(C(C)(C)C#N)=N[C:3](C)(C)[C:4]#N.[C:13]([O:17][CH2:18][CH2:19][CH2:20]C)(=[O:16])[CH:14]=[CH2:15].[CH3:22]N(C)C=O.[CH3:27][CH2:28][CH2:29][CH2:30][CH2:31][CH3:32]. The catalyst is C(Cl)(Cl)Cl. The product is [CH2:27]=[CH:28][C:29]1[CH:4]=[CH:3][CH:32]=[CH:31][CH:30]=1.[C:13]([O:17][CH:18]([CH2:19][CH3:20])[CH3:22])(=[O:16])[CH:14]=[CH2:15]. The yield is 0.940. (6) The reactants are [Si](C=[N+]=[N-])(C)(C)[CH3:2].[NH2:8][C:9]1[C:17]([N+:18]([O-:20])=[O:19])=[CH:16][C:12]([C:13]([OH:15])=[O:14])=[C:11]([F:21])[C:10]=1[F:22].CO. The catalyst is C1COCC1. The product is [CH3:2][O:14][C:13](=[O:15])[C:12]1[CH:16]=[C:17]([N+:18]([O-:20])=[O:19])[C:9]([NH2:8])=[C:10]([F:22])[C:11]=1[F:21]. The yield is 0.920.